This data is from NCI-60 drug combinations with 297,098 pairs across 59 cell lines. The task is: Regression. Given two drug SMILES strings and cell line genomic features, predict the synergy score measuring deviation from expected non-interaction effect. (1) Drug 1: C1=CN(C=N1)CC(O)(P(=O)(O)O)P(=O)(O)O. Drug 2: C1CCC(C(C1)N)N.C(=O)(C(=O)[O-])[O-].[Pt+4]. Cell line: KM12. Synergy scores: CSS=15.5, Synergy_ZIP=4.05, Synergy_Bliss=8.35, Synergy_Loewe=-0.944, Synergy_HSA=6.28. (2) Drug 1: CCC(=C(C1=CC=CC=C1)C2=CC=C(C=C2)OCCN(C)C)C3=CC=CC=C3.C(C(=O)O)C(CC(=O)O)(C(=O)O)O. Drug 2: C1CNP(=O)(OC1)N(CCCl)CCCl. Cell line: HOP-62. Synergy scores: CSS=-3.94, Synergy_ZIP=6.44, Synergy_Bliss=2.23, Synergy_Loewe=1.56, Synergy_HSA=-6.65. (3) Drug 1: CC(C1=C(C=CC(=C1Cl)F)Cl)OC2=C(N=CC(=C2)C3=CN(N=C3)C4CCNCC4)N. Drug 2: COC1=CC(=CC(=C1O)OC)C2C3C(COC3=O)C(C4=CC5=C(C=C24)OCO5)OC6C(C(C7C(O6)COC(O7)C8=CC=CS8)O)O. Cell line: HS 578T. Synergy scores: CSS=24.8, Synergy_ZIP=4.96, Synergy_Bliss=5.29, Synergy_Loewe=-8.62, Synergy_HSA=0.819. (4) Drug 1: COC1=CC(=CC(=C1O)OC)C2C3C(COC3=O)C(C4=CC5=C(C=C24)OCO5)OC6C(C(C7C(O6)COC(O7)C8=CC=CS8)O)O. Drug 2: C1CNP(=O)(OC1)N(CCCl)CCCl. Cell line: KM12. Synergy scores: CSS=24.6, Synergy_ZIP=0.932, Synergy_Bliss=10.3, Synergy_Loewe=-49.6, Synergy_HSA=3.73. (5) Drug 1: C1=C(C(=O)NC(=O)N1)N(CCCl)CCCl. Drug 2: CN(C)C1=NC(=NC(=N1)N(C)C)N(C)C. Cell line: COLO 205. Synergy scores: CSS=40.6, Synergy_ZIP=9.39, Synergy_Bliss=9.28, Synergy_Loewe=-12.6, Synergy_HSA=4.27.